Regression. Given two drug SMILES strings and cell line genomic features, predict the synergy score measuring deviation from expected non-interaction effect. From a dataset of NCI-60 drug combinations with 297,098 pairs across 59 cell lines. Drug 1: CN(CCCl)CCCl.Cl. Drug 2: C(CCl)NC(=O)N(CCCl)N=O. Cell line: UACC-257. Synergy scores: CSS=6.92, Synergy_ZIP=-2.63, Synergy_Bliss=-0.571, Synergy_Loewe=-1.49, Synergy_HSA=-1.37.